Dataset: Full USPTO retrosynthesis dataset with 1.9M reactions from patents (1976-2016). Task: Predict the reactants needed to synthesize the given product. (1) Given the product [ClH:1].[CH2:39]([N:42]([CH2:67][CH2:68][C:69]([O:71][CH2:72][CH3:73])=[O:70])[C:43]([C:45]1[CH:66]=[CH:65][C:48]2[N:49]([CH3:64])[C:50]([CH2:52][S:53]([C:55]3[CH:60]=[CH:59][C:58]([C:61](=[NH:62])[NH2:63])=[CH:57][CH:56]=3)(=[O:7])=[O:54])=[N:51][C:47]=2[CH:46]=1)=[O:44])[CH2:40][CH3:41], predict the reactants needed to synthesize it. The reactants are: [ClH:1].C(N(CCC(OCC)=O)C(C1C=CC2N(C)C(CSC3C=CC(C(=N)N)=CC=3)=NC=2C=1)=[O:7])CC.OO.Cl.[CH2:39]([N:42]([CH2:67][CH2:68][C:69]([O:71][CH2:72][CH3:73])=[O:70])[C:43]([C:45]1[CH:66]=[CH:65][C:48]2[N:49]([CH3:64])[C:50]([CH2:52][S:53]([C:55]3[CH:60]=[CH:59][C:58]([C:61](=[NH:63])[NH2:62])=[CH:57][CH:56]=3)=[O:54])=[N:51][C:47]=2[CH:46]=1)=[O:44])[CH2:40][CH3:41].C(OCC)(=O)C.C(O)C. (2) The reactants are: [F:1][C:2]1[CH:3]=[C:4]([NH2:9])[C:5]([NH2:8])=[CH:6][CH:7]=1.[S:10]1[C:14]2[CH:15]=[CH:16][CH:17]=[CH:18][C:13]=2[CH:12]=[C:11]1[S:19](Cl)(=[O:21])=[O:20]. Given the product [F:1][C:2]1[CH:7]=[CH:6][C:5]([NH:8][S:19]([C:11]2[S:10][C:14]3[CH:15]=[CH:16][CH:17]=[CH:18][C:13]=3[CH:12]=2)(=[O:21])=[O:20])=[C:4]([NH:9][S:19]([C:11]2[S:10][C:14]3[CH:15]=[CH:16][CH:17]=[CH:18][C:13]=3[CH:12]=2)(=[O:20])=[O:21])[CH:3]=1, predict the reactants needed to synthesize it. (3) Given the product [NH2:29][C:26]1[N:25]=[C:24]([CH3:30])[C:23]([C:12]2[N:11]=[C:10]3[C:15]([N:16]=[C:8]([NH:5][CH2:4][CH2:3][N:2]([CH3:6])[CH3:1])[N:9]3[CH2:31][CH:32]3[CH2:34][CH2:33]3)=[C:14]([N:17]3[CH2:22][CH2:21][O:20][CH2:19][CH2:18]3)[N:13]=2)=[CH:28][N:27]=1, predict the reactants needed to synthesize it. The reactants are: [CH3:1][N:2]([CH3:6])[CH2:3][CH2:4][NH2:5].Cl[C:8]1[N:9]([CH2:31][CH:32]2[CH2:34][CH2:33]2)[C:10]2[C:15]([N:16]=1)=[C:14]([N:17]1[CH2:22][CH2:21][O:20][CH2:19][CH2:18]1)[N:13]=[C:12]([C:23]1[C:24]([CH3:30])=[N:25][C:26]([NH2:29])=[N:27][CH:28]=1)[N:11]=2.